This data is from Catalyst prediction with 721,799 reactions and 888 catalyst types from USPTO. The task is: Predict which catalyst facilitates the given reaction. Reactant: Br[C:2]1[C:6]([Br:7])=[CH:5][S:4][CH:3]=1.C([Mg]Cl)(C)C.Cl[C:14]([O:16][CH2:17][CH3:18])=[O:15]. Product: [CH2:17]([O:16][C:14]([C:2]1[C:6]([Br:7])=[CH:5][S:4][CH:3]=1)=[O:15])[CH3:18]. The catalyst class is: 1.